Dataset: Full USPTO retrosynthesis dataset with 1.9M reactions from patents (1976-2016). Task: Predict the reactants needed to synthesize the given product. Given the product [F:1][C:2]1[CH:7]=[CH:6][C:5]([C:8]2[C:16]([C:17](=[O:19])[CH:18]=[CH:22][N:23]([CH3:25])[CH3:24])=[C:11]3[CH:12]=[CH:13][CH:14]=[CH:15][N:10]3[N:9]=2)=[CH:4][CH:3]=1, predict the reactants needed to synthesize it. The reactants are: [F:1][C:2]1[CH:7]=[CH:6][C:5]([C:8]2[C:16]([C:17](=[O:19])[CH3:18])=[C:11]3[CH:12]=[CH:13][CH:14]=[CH:15][N:10]3[N:9]=2)=[CH:4][CH:3]=1.CO[CH:22](OC)[N:23]([CH3:25])[CH3:24].